This data is from Experimentally validated miRNA-target interactions with 360,000+ pairs, plus equal number of negative samples. The task is: Binary Classification. Given a miRNA mature sequence and a target amino acid sequence, predict their likelihood of interaction. (1) The miRNA is hsa-miR-483-5p with sequence AAGACGGGAGGAAAGAAGGGAG. The protein sequence of the target gene is MELLRTITYQPAAGTKMCEQALGKACGGDSKKKRPQQPSEDGQPQAQVTPAAPHHHHHHSHSGPEISRIIVDPTTGKRYCRGKVLGKGGFAKCYEMTDLTNNKVYAAKIIPHSRVAKPHQREKIDKEIELHRLLHHKHVVQFYHYFEDKENIYILLEYCSRRSMAHILKARKVLTEPEVRYYLRQIVSGLKYLHEQEILHRDLKLGNFFINEAMELKVGDFGLAARLEPLEHRRRTICGTPNYLSPEVLNKQGHGCESDIWALGCVMYTMLLGRPPFETTNLKETYRCIREARYTMPSSL.... Result: 0 (no interaction). (2) The miRNA is hsa-miR-6512-5p with sequence UACCAUUAGAAGAGCUGGAAGA. The protein sequence of the target gene is MEPGGDHRSRSSGGRGGPGPAVASARGRRLPPAGSSGSAEPEEDEGGQDLQLEGGALGSWGSAPLPSSRARGPASSGRKYSDHCEARASRPGKSRIPGRDHRRYYHDHWRLEYLMDFNPARHGMVCMVCGSSLATLKLSTIKRHIRQKHPYSLHWSPREKEVISNSWDAHLGLGACGEAEGLGVQGAEEEEEEEEEEEEEGAGVPACPPKGPGKAPAGGGCRRQRRGGPVAPRARRLRLSASRRAGGSRGLGARRLERRLKESLQNWFRAECLMDYDPRGNRLVCMACGRALPSLHLDDI.... Result: 0 (no interaction). (3) Result: 0 (no interaction). The protein sequence of the target gene is MPSRRAARESAPELGALGSSDLSSLSLTVSRTTDELEIIDEYIKENGFGLDGTQLSEMPRLVPRGPASLSSVTLGPAAPPPPATPSWSCTLGRLVSPGPCPRPYLVITEQPKQRGMRFRYECEGRSAGSILGESSTEASKTLPAIELRDCGGLREVEVTACLVWKDWPHRVHPHSLVGKDCTDGVCRVRLRPHVSPRHSFNNLGIQCVRKKEIEAAIERKIQLGIDPYNAGSLKNHQEVDMNVVRICFQASYRDQQGHLHRMDPILSEPVYDKKSTNTSELRICRINKESGPCTGGEELY.... The miRNA is mmu-miR-30e-5p with sequence UGUAAACAUCCUUGACUGGAAG.